This data is from Reaction yield outcomes from USPTO patents with 853,638 reactions. The task is: Predict the reaction yield, written as a fraction of the theoretical maximum amount of product (1.0 means a 100% yield; for example, 0.34 means a 34% yield). (1) The reactants are [C:1]([C:3]1[CH:4]=[C:5]([OH:9])[CH:6]=[CH:7][CH:8]=1)#[N:2].CS(C)=O.Br[C:15]([CH3:21])([CH3:20])[C:16]([O:18][CH3:19])=[O:17].C(=O)([O-])[O-].[Cs+].[Cs+]. The catalyst is C(#N)C.O.CN(C)C=O. The product is [C:1]([C:3]1[CH:4]=[C:5]([CH:6]=[CH:7][CH:8]=1)[O:9][C:15]([CH3:21])([CH3:20])[C:16]([O:18][CH3:19])=[O:17])#[N:2]. The yield is 0.750. (2) The reactants are Cl[C:2]1[C:7]([C:8]([O:10][CH3:11])=[O:9])=[CH:6][N:5]=[C:4]([CH3:12])[CH:3]=1.[Cl:13][C:14]1[CH:19]=[CH:18][C:17](B(O)O)=[C:16]([F:23])[CH:15]=1.C([O-])([O-])=O.[Cs+].[Cs+]. The product is [Cl:13][C:14]1[CH:19]=[CH:18][C:17]([C:2]2[C:7]([C:8]([O:10][CH3:11])=[O:9])=[CH:6][N:5]=[C:4]([CH3:12])[CH:3]=2)=[C:16]([F:23])[CH:15]=1. The catalyst is O1CCOCC1.O.C(OCC)(=O)C.C1C=CC([P]([Pd]([P](C2C=CC=CC=2)(C2C=CC=CC=2)C2C=CC=CC=2)([P](C2C=CC=CC=2)(C2C=CC=CC=2)C2C=CC=CC=2)[P](C2C=CC=CC=2)(C2C=CC=CC=2)C2C=CC=CC=2)(C2C=CC=CC=2)C2C=CC=CC=2)=CC=1. The yield is 0.300. (3) The reactants are [N:1]1([CH2:7][CH2:8][CH2:9][NH:10][C:11]2[CH:16]=[CH:15][C:14]([N+:17]([O-:19])=[O:18])=[CH:13][CH:12]=2)[CH2:6][CH2:5][O:4][CH2:3][CH2:2]1.[C:20](O[C:20]([O:22][C:23]([CH3:26])([CH3:25])[CH3:24])=[O:21])([O:22][C:23]([CH3:26])([CH3:25])[CH3:24])=[O:21].[Cl-].[Na+]. The catalyst is CN(C1C=CN=CC=1)C.C(#N)C. The product is [C:23]([O:22][C:20](=[O:21])[N:10]([CH2:9][CH2:8][CH2:7][N:1]1[CH2:6][CH2:5][O:4][CH2:3][CH2:2]1)[C:11]1[CH:16]=[CH:15][C:14]([N+:17]([O-:19])=[O:18])=[CH:13][CH:12]=1)([CH3:26])([CH3:25])[CH3:24]. The yield is 0.990. (4) The reactants are C(O[C:6]([N:8]1[CH2:13][CH2:12][C:11](=[C:14]([C:21]2[CH:26]=[CH:25][CH:24]=[CH:23][CH:22]=2)[C:15]2[O:16][C:17]([CH3:20])=[N:18][N:19]=2)[CH2:10][CH2:9]1)=[O:7])(C)(C)C.C(O)(C(F)(F)F)=O.Cl.[CH3:35][O:36][C:37]1[CH:45]=[N:44][C:43]([N:46]2[CH:50]=[C:49]([CH3:51])[N:48]=[N:47]2)=[C:42]2[C:38]=1[C:39]([C:52](=[O:56])C(O)=O)=[CH:40][NH:41]2.C(N(CC)CC)(C)C.C1N(P(Cl)(N2C(=O)OCC2)=O)C(=O)OC1. The catalyst is C(Cl)Cl. The product is [C:21]1([C:14](=[C:11]2[CH2:12][CH2:13][N:8]([C:6](=[O:7])[C:52]([C:39]3[C:38]4[C:42](=[C:43]([N:46]5[CH:50]=[C:49]([CH3:51])[N:48]=[N:47]5)[N:44]=[CH:45][C:37]=4[O:36][CH3:35])[NH:41][CH:40]=3)=[O:56])[CH2:9][CH2:10]2)[C:15]2[O:16][C:17]([CH3:20])=[N:18][N:19]=2)[CH:26]=[CH:25][CH:24]=[CH:23][CH:22]=1. The yield is 0.390. (5) The reactants are Cl[C:2]1[CH:7]=[C:6]([O:8][C:9]2[C:14]([F:15])=[CH:13][C:12]([NH:16][C:17](=[O:26])[O:18][CH2:19][C:20]3[CH:25]=[CH:24][CH:23]=[CH:22][CH:21]=3)=[C:11]([F:27])[CH:10]=2)[N:5]=[CH:4][N:3]=1.[NH3:28].C(O)(C)C. No catalyst specified. The product is [NH2:28][C:2]1[CH:7]=[C:6]([O:8][C:9]2[C:14]([F:15])=[CH:13][C:12]([NH:16][C:17](=[O:26])[O:18][CH2:19][C:20]3[CH:25]=[CH:24][CH:23]=[CH:22][CH:21]=3)=[C:11]([F:27])[CH:10]=2)[N:5]=[CH:4][N:3]=1. The yield is 0.150.